Task: Predict the reactants needed to synthesize the given product.. Dataset: Full USPTO retrosynthesis dataset with 1.9M reactions from patents (1976-2016) The reactants are: [CH3:1][N:2]1[C:15]2[CH:14]=[C:13]([CH:16]([CH2:26][CH:27]3[CH2:32][CH2:31][C:30](=O)[CH2:29][CH2:28]3)[C:17]([NH:19][C:20]3[CH:24]=[CH:23][N:22]([CH3:25])[N:21]=3)=[O:18])[CH:12]=[CH:11][C:10]=2[S:9](=[O:35])(=[O:34])[C:8]2[C:3]1=[CH:4][CH:5]=[CH:6][CH:7]=2.Cl.[NH2:37][OH:38]. Given the product [OH:38][N:37]=[C:30]1[CH2:31][CH2:32][CH:27]([CH2:26][CH:16]([C:13]2[CH:12]=[CH:11][C:10]3[S:9](=[O:34])(=[O:35])[C:8]4[C:3](=[CH:4][CH:5]=[CH:6][CH:7]=4)[N:2]([CH3:1])[C:15]=3[CH:14]=2)[C:17]([NH:19][C:20]2[CH:24]=[CH:23][N:22]([CH3:25])[N:21]=2)=[O:18])[CH2:28][CH2:29]1, predict the reactants needed to synthesize it.